Dataset: Full USPTO retrosynthesis dataset with 1.9M reactions from patents (1976-2016). Task: Predict the reactants needed to synthesize the given product. (1) Given the product [CH2:25]([N:18]1[C:19]2[C:24](=[CH:23][CH:22]=[CH:21][CH:20]=2)[C:16]([C:14]2[O:15][N:8]=[C:4]([CH2:3][NH2:2])[N:5]=2)=[N:17]1)[C:26]1[CH:31]=[CH:30][CH:29]=[CH:28][CH:27]=1, predict the reactants needed to synthesize it. The reactants are: Cl.[NH2:2][CH2:3][C:4]#[N:5].[Na].Cl.[NH2:8]O.[H-].[Na+].CO[C:14]([C:16]1[C:24]2[C:19](=[CH:20][CH:21]=[CH:22][CH:23]=2)[N:18]([CH2:25][C:26]2[CH:31]=[CH:30][CH:29]=[CH:28][CH:27]=2)[N:17]=1)=[O:15]. (2) Given the product [CH3:25][O:26][C:27](=[O:28])[O:24][C:19]1[CH:18]=[C:17]([CH2:16][NH:15][CH:14]=[C:5]2[C:4]3[C:9](=[CH:10][CH:11]=[C:2]([Br:1])[CH:3]=3)[C:8](=[O:12])[NH:7][C:6]2=[O:13])[CH:22]=[CH:21][C:20]=1[O:23][C:27]([O:26][CH3:25])=[O:28], predict the reactants needed to synthesize it. The reactants are: [Br:1][C:2]1[CH:3]=[C:4]2[C:9](=[CH:10][CH:11]=1)[C:8](=[O:12])[NH:7][C:6](=[O:13])/[C:5]/2=[CH:14]\[NH:15][CH2:16][C:17]1[CH:22]=[CH:21][C:20]([OH:23])=[C:19]([OH:24])[CH:18]=1.[CH3:25][O:26][C:27](O[C:27]([O:26][CH3:25])=[O:28])=[O:28]. (3) Given the product [CH3:12][NH:11][C:10]1[C:5]2[N:6]([C:2]([C:13]3[CH:18]=[CH:17][CH:16]=[CH:15][CH:14]=3)=[CH:3][N:4]=2)[CH:7]=[CH:8][N:9]=1, predict the reactants needed to synthesize it. The reactants are: Br[C:2]1[N:6]2[CH:7]=[CH:8][N:9]=[C:10]([NH:11][CH3:12])[C:5]2=[N:4][CH:3]=1.[C:13]1(B(O)O)[CH:18]=[CH:17][CH:16]=[CH:15][CH:14]=1. (4) The reactants are: [CH3:1][O:2][C:3](=[O:17])[C:4]1[CH:9]=[CH:8][C:7]([C:10]2[O:11][C:12]([CH:15]=O)=[CH:13][CH:14]=2)=[CH:6][CH:5]=1.[C:18]1([CH2:24][CH2:25][N:26]2[C:30](=[O:31])[CH2:29][S:28][C:27]2=[S:32])[CH:23]=[CH:22][CH:21]=[CH:20][CH:19]=1. Given the product [CH3:1][O:2][C:3](=[O:17])[C:4]1[CH:5]=[CH:6][C:7]([C:10]2[O:11][C:12]([CH:15]=[C:29]3[S:28][C:27](=[S:32])[N:26]([CH2:25][CH2:24][C:18]4[CH:19]=[CH:20][CH:21]=[CH:22][CH:23]=4)[C:30]3=[O:31])=[CH:13][CH:14]=2)=[CH:8][CH:9]=1, predict the reactants needed to synthesize it. (5) Given the product [Cl:46][C:47]1[CH:52]=[CH:51][N:50]=[C:49]([CH2:53][NH:54][C:55]2[O:56][C:57]3[C:63]([O:64][CH3:65])=[CH:62][C:61]([C:66]([N:39]4[CH2:40][CH:35]([CH3:34])[CH2:36][CH2:37][CH:38]4[CH2:41][C:42]4([OH:45])[CH2:43][CH2:44]4)=[O:67])=[CH:60][C:58]=3[N:59]=2)[CH:48]=1, predict the reactants needed to synthesize it. The reactants are: C(N(CC)C(C)C)(C)C.CN(C(ON1N=NC2C=CC=NC1=2)=[N+](C)C)C.F[P-](F)(F)(F)(F)F.[CH3:34][CH:35]1[CH2:40][NH:39][CH:38]([CH2:41][C:42]2([OH:45])[CH2:44][CH2:43]2)[CH2:37][CH2:36]1.[Cl:46][C:47]1[CH:52]=[CH:51][N:50]=[C:49]([CH2:53][NH:54][C:55]2[O:56][C:57]3[C:63]([O:64][CH3:65])=[CH:62][C:61]([C:66](O)=[O:67])=[CH:60][C:58]=3[N:59]=2)[CH:48]=1. (6) Given the product [CH3:29][N:30]([CH3:31])[CH2:2][CH2:3][C:4]([NH:6][C:7]1[CH:20]=[CH:19][C:18]2[C:17](=[O:21])[C:16]3[C:11](=[CH:12][C:13]([NH:22][C:23](=[O:27])[CH2:24][CH2:25][N:32]([CH3:37])[CH3:33])=[CH:14][CH:15]=3)[C:10](=[O:28])[C:9]=2[CH:8]=1)=[O:5], predict the reactants needed to synthesize it. The reactants are: Cl[CH2:2][CH2:3][C:4]([NH:6][C:7]1[CH:20]=[CH:19][C:18]2[C:17](=[O:21])[C:16]3[C:11](=[CH:12][C:13]([NH:22][C:23](=[O:27])[CH2:24][CH2:25]Cl)=[CH:14][CH:15]=3)[C:10](=[O:28])[C:9]=2[CH:8]=1)=[O:5].[CH3:29][NH:30][CH3:31].[N:32]1[CH:37]=CC=C[CH:33]=1. (7) Given the product [NH2:1][C:2]1[C:31]([Br:32])=[CH:30][C:5]([CH2:6][C@@H:7]([NH:8][C:9]([O:11][C:12]([CH3:14])([CH3:13])[CH3:15])=[O:10])[CH2:16][N:18]2[CH2:19][CH2:20][CH:21]([N:24]3[CH2:25][CH2:26][CH2:27][CH2:28][CH2:29]3)[CH2:22][CH2:23]2)=[CH:4][C:3]=1[Br:33], predict the reactants needed to synthesize it. The reactants are: [NH2:1][C:2]1[C:31]([Br:32])=[CH:30][C:5]([CH2:6][C@H:7]([C:16]([N:18]2[CH2:23][CH2:22][CH:21]([N:24]3[CH2:29][CH2:28][CH2:27][CH2:26][CH2:25]3)[CH2:20][CH2:19]2)=O)[NH:8][C:9]([O:11][C:12]([CH3:15])([CH3:14])[CH3:13])=[O:10])=[CH:4][C:3]=1[Br:33].[BH4-].[Na+].C(O)(=O)C. (8) Given the product [F:19][C:14]1[CH:15]=[CH:16][CH:17]=[CH:18][C:13]=1[CH2:12][N:5]1[C:6]2=[N:7][CH:8]=[CH:9][CH:10]=[C:11]2[C:3]([C:1](=[NH:24])[NH2:2])=[N:4]1, predict the reactants needed to synthesize it. The reactants are: [C:1]([C:3]1[C:11]2[C:6](=[N:7][CH:8]=[CH:9][CH:10]=2)[N:5]([CH2:12][C:13]2[CH:18]=[CH:17][CH:16]=[CH:15][C:14]=2[F:19])[N:4]=1)#[N:2].C[O-].[Na+].[Cl-].[NH4+:24].C(O)(=O)C. (9) Given the product [F:22][C:17]1[CH:18]=[CH:19][CH:20]=[CH:21][C:16]=1[N:8]1[C:9]2[CH:15]=[CH:14][CH:13]=[CH:12][C:10]=2[CH2:11][N:6]([CH2:5][CH2:4][CH2:3][CH2:2][NH:26][CH3:25])[S:7]1(=[O:24])=[O:23], predict the reactants needed to synthesize it. The reactants are: Br[CH2:2][CH2:3][CH2:4][CH2:5][N:6]1[CH2:11][C:10]2[CH:12]=[CH:13][CH:14]=[CH:15][C:9]=2[N:8]([C:16]2[CH:21]=[CH:20][CH:19]=[CH:18][C:17]=2[F:22])[S:7]1(=[O:24])=[O:23].[CH3:25][NH2:26].Cl. (10) The reactants are: [OH-:1].[NH4+:2].[NH2:3][C@:4]([CH3:60])([C:56]([CH3:59])([CH3:58])[CH3:57])[CH2:5][O:6][C@@H:7]1[C@@:14]2([CH3:39])[C@@H:15]3[CH2:16][CH2:17][C@H:18]4[C:27]([C@@:10]3([CH2:11][O:12][CH2:13]2)[CH2:9][C@H:8]1[N:40]1[C:44]([C:45]2[CH:50]=[CH:49][N:48]=[C:47]([C:51](OCC)=O)[CH:46]=2)=[N:43][CH:42]=[N:41]1)=[CH:26][CH2:25][C@:24]1([CH3:28])[C@:19]4([CH3:38])[CH2:20][CH2:21][C@@:22]([C@H:33]([CH3:37])[CH:34]([CH3:36])[CH3:35])([CH3:32])[C@H:23]1[C:29]([OH:31])=[O:30]. Given the product [NH2:2][C:51]([C:47]1[CH:46]=[C:45]([C:44]2[N:40]([C@@H:8]3[CH2:9][C@:10]45[C:27]6[C@H:18]([CH2:17][CH2:16][C@H:15]4[C@@:14]([CH3:39])([CH2:13][O:12][CH2:11]5)[C@H:7]3[O:6][CH2:5][C@@:4]([NH2:3])([CH3:60])[C:56]([CH3:57])([CH3:59])[CH3:58])[C@:19]3([CH3:38])[C@:24]([CH3:28])([C@H:23]([C:29]([OH:31])=[O:30])[C@:22]([C@H:33]([CH3:37])[CH:34]([CH3:36])[CH3:35])([CH3:32])[CH2:21][CH2:20]3)[CH2:25][CH:26]=6)[N:41]=[CH:42][N:43]=2)[CH:50]=[CH:49][N:48]=1)=[O:1], predict the reactants needed to synthesize it.